Dataset: Full USPTO retrosynthesis dataset with 1.9M reactions from patents (1976-2016). Task: Predict the reactants needed to synthesize the given product. (1) Given the product [C:1]([O:5][C:6](=[O:24])[NH:7][CH:8]1[CH2:9][CH2:10][N:11]([C:14]2[CH:19]=[C:18]([O:25][CH2:26][CH2:27][N:28]3[CH2:33][CH2:32][O:31][CH2:30][CH2:29]3)[C:17]([C:21]#[N:22])=[C:16]([F:23])[CH:15]=2)[CH2:12][CH2:13]1)([CH3:2])([CH3:4])[CH3:3], predict the reactants needed to synthesize it. The reactants are: [C:1]([O:5][C:6](=[O:24])[NH:7][CH:8]1[CH2:13][CH2:12][N:11]([C:14]2[CH:19]=[C:18](F)[C:17]([C:21]#[N:22])=[C:16]([F:23])[CH:15]=2)[CH2:10][CH2:9]1)([CH3:4])([CH3:3])[CH3:2].[OH:25][CH2:26][CH2:27][N:28]1[CH2:33][CH2:32][O:31][CH2:30][CH2:29]1.C[Si]([N-][Si](C)(C)C)(C)C.[Na+]. (2) The reactants are: [CH3:1][O:2][C:3](/[CH:5]=[CH:6]/[C:7]([OH:9])=[O:8])=[O:4].CCN=C=NCCCN(C)C.Cl.O[C@@H:23]([CH3:35])[C:24]([N:26]([CH2:31][CH2:32][O:33][CH3:34])[CH2:27][CH2:28][O:29][CH3:30])=[O:25]. Given the product [C:7]([O:9][C@H:23]([C:24](=[O:25])[N:26]([CH2:27][CH2:28][O:29][CH3:30])[CH2:31][CH2:32][O:33][CH3:34])[CH3:35])(=[O:8])/[CH:6]=[CH:5]/[C:3]([O:2][CH3:1])=[O:4], predict the reactants needed to synthesize it.